Dataset: Forward reaction prediction with 1.9M reactions from USPTO patents (1976-2016). Task: Predict the product of the given reaction. (1) Given the reactants [F:1][C:2]([F:22])([F:21])[C:3]1[CH:8]=[C:7]([C:9]([F:12])([F:11])[F:10])[CH:6]=[CH:5][C:4]=1[C:13]1[C:14]([CH3:20])=[N:15][C:16]([CH3:19])=[CH:17][CH:18]=1.C1C(=O)N(Br)C(=O)C1.C(OOC(=O)C1C=CC=CC=1)(=O)C1C=CC=CC=1.FC(F)(F)C1C=C(C(F)(F)F)C=CC=1C1C(CBr)=NC(C)=CC=1.FC(F)(F)C1C=C(C(F)(F)F)C=CC=1C1C(C)=NC(CBr)=CC=1.[F:95][C:96]1[C:101]([F:102])=[CH:100][CH:99]=[CH:98][C:97]=1[C:103]1[N:111]=[C:106]2[CH:107]=[N:108][NH:109][CH:110]=[C:105]2[N:104]=1, predict the reaction product. The product is: [F:22][C:2]([F:21])([F:1])[C:3]1[CH:8]=[C:7]([C:9]([F:12])([F:10])[F:11])[CH:6]=[CH:5][C:4]=1[C:13]1[C:14]([CH2:20][N:108]2[CH:107]=[C:106]3[N:111]=[C:103]([C:97]4[CH:98]=[CH:99][CH:100]=[C:101]([F:102])[C:96]=4[F:95])[N:104]=[C:105]3[CH:110]=[N:109]2)=[N:15][C:16]([CH3:19])=[CH:17][CH:18]=1. (2) Given the reactants [Br:1][C:2]1[C:8]([F:9])=[CH:7][C:5]([NH2:6])=[C:4]([F:10])[CH:3]=1.BrC1C=C[C:15]([NH2:16])=C(F)C=1.[OH-].[Na+].IC.[CH3:24][N:25](C)[CH:26]=[O:27], predict the reaction product. The product is: [Br:1][C:2]1[C:8]([F:9])=[CH:7][C:5]([N:6]2[C:26](=[O:27])[N:25]([CH3:24])[N:16]=[CH:15]2)=[C:4]([F:10])[CH:3]=1. (3) Given the reactants [C:1]1([CH:7]2[C:12]3[C:13]([C:16]([O:18]CC)=[O:17])=[N:14][O:15][C:11]=3[CH2:10][CH2:9][N:8]2[C:21]([O:23][C:24]([CH3:27])([CH3:26])[CH3:25])=[O:22])[CH:6]=[CH:5][CH:4]=[CH:3][CH:2]=1.O[Li].O, predict the reaction product. The product is: [C:24]([O:23][C:21]([N:8]1[CH2:9][CH2:10][C:11]2[O:15][N:14]=[C:13]([C:16]([OH:18])=[O:17])[C:12]=2[CH:7]1[C:1]1[CH:6]=[CH:5][CH:4]=[CH:3][CH:2]=1)=[O:22])([CH3:27])([CH3:25])[CH3:26].